From a dataset of Retrosynthesis with 50K atom-mapped reactions and 10 reaction types from USPTO. Predict the reactants needed to synthesize the given product. (1) Given the product O=C1N(c2cccnc2)CC2CNCCN12, predict the reactants needed to synthesize it. The reactants are: CC(C)(C)OC(=O)N1CCN2C(=O)N(c3cccnc3)CC2C1. (2) Given the product COC(=O)[C@@H](NC(=O)Cn1c(-c2ccccc2)ncc(NC(C)=O)c1=O)C(C)C, predict the reactants needed to synthesize it. The reactants are: CC(=O)Nc1cnc(-c2ccccc2)n(CC(=O)O)c1=O.COC(=O)[C@@H](N)C(C)C. (3) Given the product COc1cc(C=O)cc2c1OC(C)(C)C=C2CO, predict the reactants needed to synthesize it. The reactants are: COc1cc(C2OCCO2)cc2c1OC(C)(C)C=C2CO. (4) Given the product Cc1cccc(CN2Cc3ncnc(Nc4cnc5ccccc5c4)c3C2)c1C, predict the reactants needed to synthesize it. The reactants are: Cc1cccc(C=O)c1C.c1ccc2ncc(Nc3ncnc4c3CNC4)cc2c1. (5) Given the product CCCCCC(O)CCCC(CCCCCCCO)(C(C)=O)c1ccc(Cl)c(Cl)c1, predict the reactants needed to synthesize it. The reactants are: CCCCCC(O)CCCC(CCCCCCC(=O)O)(C(C)=O)c1ccc(Cl)c(Cl)c1.